Dataset: hERG Central: cardiac toxicity at 1µM, 10µM, and general inhibition. Task: Predict hERG channel inhibition at various concentrations. (1) The compound is O=C(NNS(=O)(=O)c1ccc(CCCl)cc1)C(O)(c1ccccc1)c1ccccc1. Results: hERG_inhib (hERG inhibition (general)): blocker. (2) The molecule is O=C1NC(=O)N(c2ccc(Cl)cc2)C(=O)/C1=C\c1ccc(Sc2nc3ccccc3[nH]2)o1. Results: hERG_inhib (hERG inhibition (general)): blocker. (3) The molecule is O=C(CCC1CCCN(Cc2ccc3c(c2)CCO3)C1)NCc1ccc(F)c(F)c1. Results: hERG_inhib (hERG inhibition (general)): blocker. (4) Results: hERG_inhib (hERG inhibition (general)): blocker. The drug is Cc1ccccc1N1CCN(CC(=O)Nc2ccccc2C(=O)NC2CC2)CC1.